Dataset: Forward reaction prediction with 1.9M reactions from USPTO patents (1976-2016). Task: Predict the product of the given reaction. (1) Given the reactants Cl[C:2]1[CH:11]=[CH:10][N:9]=[C:8]2[C:3]=1[CH:4]=[CH:5][C:6]([CH3:12])=[N:7]2.[CH3:13][O:14][C:15]1[CH:20]=[CH:19][C:18]([C:21]2[CH:26]=[CH:25][C:24]([CH3:27])=[CH:23][C:22]=2[NH2:28])=[CH:17][CH:16]=1, predict the reaction product. The product is: [CH3:13][O:14][C:15]1[CH:16]=[CH:17][C:18]([C:21]2[CH:26]=[CH:25][C:24]([CH3:27])=[CH:23][C:22]=2[NH:28][C:2]2[C:3]3[C:8](=[N:7][C:6]([CH3:12])=[CH:5][CH:4]=3)[N:9]=[CH:10][CH:11]=2)=[CH:19][CH:20]=1. (2) Given the reactants [Cl:1][C:2]1[CH:7]=[CH:6][C:5]([C@@H:8]2[C@H:13]([OH:14])[C@@H:12]([OH:15])[C@H:11]([OH:16])[C@@H:10]([CH2:17][OH:18])[O:9]2)=[CH:4][C:3]=1[CH2:19][C:20]1[CH:25]=[CH:24][C:23]([OH:26])=[CH:22][CH:21]=1.CC1C=CC(S(O[CH2:38][C:39]#[C:40][CH:41]2[CH2:43][CH2:42]2)(=O)=O)=CC=1.C([O-])([O-])=O.[Cs+].[Cs+], predict the reaction product. The product is: [Cl:1][C:2]1[CH:7]=[CH:6][C:5]([C@@H:8]2[C@H:13]([OH:14])[C@@H:12]([OH:15])[C@H:11]([OH:16])[C@@H:10]([CH2:17][OH:18])[O:9]2)=[CH:4][C:3]=1[CH2:19][C:20]1[CH:21]=[CH:22][C:23]([O:26][CH2:38][C:39]#[C:40][CH:41]2[CH2:43][CH2:42]2)=[CH:24][CH:25]=1. (3) The product is: [C:3]([OH:35])(=[O:2])[CH3:4].[CH3:31][C:25]1[CH:24]=[CH:23][C:22]2[C:27](=[CH:28][CH:29]=[CH:30][C:21]=2[N:18]2[CH2:17][CH2:16][N:15]([CH2:14][CH2:13][CH2:12][C:9]3[CH:10]=[CH:11][C:6]4[O:5][CH2:4][C:3](=[O:35])[NH:32][C:7]=4[CH:8]=3)[CH2:20][CH2:19]2)[N:26]=1. Given the reactants C[O:2][C:3](=[O:35])[CH2:4][O:5][C:6]1[CH:11]=[CH:10][C:9]([CH2:12][CH2:13][CH2:14][N:15]2[CH2:20][CH2:19][N:18]([C:21]3[CH:30]=[CH:29][CH:28]=[C:27]4[C:22]=3[CH:23]=[CH:24][C:25]([CH3:31])=[N:26]4)[CH2:17][CH2:16]2)=[CH:8][C:7]=1[N+:32]([O-])=O, predict the reaction product.